From a dataset of Full USPTO retrosynthesis dataset with 1.9M reactions from patents (1976-2016). Predict the reactants needed to synthesize the given product. Given the product [Cl:1][C:2]1[CH:29]=[CH:28][CH:27]=[C:26]([F:30])[C:3]=1[CH2:4][N:5]1[C:6]2[CH:11]=[CH:10][N:9]=[CH:8][C:7]=2[S:12](=[O:14])(=[O:13])[N:15]([C:16]2[CH:21]=[CH:20][C:19]([O:22][CH3:23])=[C:18]([O:24][CH3:25])[CH:17]=2)[C:31]1=[O:32], predict the reactants needed to synthesize it. The reactants are: [Cl:1][C:2]1[CH:29]=[CH:28][CH:27]=[C:26]([F:30])[C:3]=1[CH2:4][NH:5][C:6]1[CH:11]=[CH:10][N:9]=[CH:8][C:7]=1[S:12]([NH:15][C:16]1[CH:21]=[CH:20][C:19]([O:22][CH3:23])=[C:18]([O:24][CH3:25])[CH:17]=1)(=[O:14])=[O:13].[C:31](N1C=CN=C1)(N1C=CN=C1)=[O:32].